From a dataset of Catalyst prediction with 721,799 reactions and 888 catalyst types from USPTO. Predict which catalyst facilitates the given reaction. (1) Reactant: Br[C:2]1[CH:11]=[C:10]2[C:5]([CH:6]=[N:7][CH:8]=[N:9]2)=[CH:4][CH:3]=1.O.[CH3:13][C:14]1(C)C(C)(C)OB(C=C)O1.C([O-])([O-])=O.[Na+].[Na+]. Product: [CH:13]([C:2]1[CH:11]=[C:10]2[C:5]([CH:6]=[N:7][CH:8]=[N:9]2)=[CH:4][CH:3]=1)=[CH2:14]. The catalyst class is: 109. (2) Reactant: [C:1]([O:5][C@H:6]([C@H:8]1[CH2:12][O:11][C:10](=[O:13])[N:9]1[C:14]1[C:19]([F:20])=[CH:18][N:17]=[C:16]([NH:21][C@H:22]([CH:24]2[CH2:29][CH2:28][N:27](C(OCC3C=CC=CC=3)=O)[CH2:26][CH2:25]2)[CH3:23])[N:15]=1)[CH3:7])([CH3:4])([CH3:3])[CH3:2].[H][H]. Product: [C:1]([O:5][C@H:6]([C@H:8]1[CH2:12][O:11][C:10](=[O:13])[N:9]1[C:14]1[C:19]([F:20])=[CH:18][N:17]=[C:16]([NH:21][C@H:22]([CH:24]2[CH2:29][CH2:28][NH:27][CH2:26][CH2:25]2)[CH3:23])[N:15]=1)[CH3:7])([CH3:3])([CH3:4])[CH3:2]. The catalyst class is: 563. (3) Reactant: [N:1]1([C:6]2[CH:15]=[CH:14][C:9]([O:10][CH2:11][CH2:12][NH2:13])=[CH:8][CH:7]=2)[CH:5]=[CH:4][N:3]=[CH:2]1.[CH:16]1[C:21]([CH:22]=O)=[CH:20][C:19]2[O:24][CH2:25][O:26][C:18]=2[CH:17]=1.C(O)(=O)C.[BH3-]C#N.[Na+]. Product: [N:1]1([C:6]2[CH:15]=[CH:14][C:9]([O:10][CH2:11][CH2:12][NH:13][CH2:22][C:21]3[CH:16]=[CH:17][C:18]4[O:26][CH2:25][O:24][C:19]=4[CH:20]=3)=[CH:8][CH:7]=2)[CH:5]=[CH:4][N:3]=[CH:2]1. The catalyst class is: 5.